This data is from Full USPTO retrosynthesis dataset with 1.9M reactions from patents (1976-2016). The task is: Predict the reactants needed to synthesize the given product. (1) Given the product [CH:1]1([C:4]2[CH:5]=[CH:6][C:7]([C:18]([NH:21][C@@H:22]([C:27]([CH3:30])([CH3:29])[CH3:28])[C:23]([NH:25][CH3:26])=[O:24])=[O:20])=[N:8][C:9]=2[O:10][CH2:11][C:12]2[CH:17]=[CH:16][CH:15]=[CH:14][N:13]=2)[CH2:2][CH2:3]1, predict the reactants needed to synthesize it. The reactants are: [CH:1]1([C:4]2[CH:5]=[CH:6][C:7]([C:18]([OH:20])=O)=[N:8][C:9]=2[O:10][CH2:11][C:12]2[CH:17]=[CH:16][CH:15]=[CH:14][N:13]=2)[CH2:3][CH2:2]1.[NH2:21][C@@H:22]([C:27]([CH3:30])([CH3:29])[CH3:28])[C:23]([NH:25][CH3:26])=[O:24]. (2) Given the product [Na:30].[CH3:60][C:61]1([CH3:79])[O:66][CH2:65][CH:64]([CH2:67][O:68][C:69]2[CH:74]=[CH:73][N:72]=[C:71]([CH2:75][S:18]([C:20]3[NH:21][C:22]4[CH:28]=[CH:27][CH:26]=[CH:25][C:23]=4[N:24]=3)=[O:19])[C:70]=2[CH2:77][CH3:78])[CH2:63][O:62]1, predict the reactants needed to synthesize it. The reactants are: COC1OCC(COC2C=CN=C(C[S:18]([C:20]3[NH:24][C:23]4[CH:25]=[CH:26][CH:27]=[CH:28][C:22]=4[N:21]=3)=[O:19])C=2C)CO1.[Na:30].COC1OCC(COC2C=CN=C(CS(C3NC4C=CC=CC=4N=3)=O)C=2C)CO1.[CH3:60][C:61]1([CH3:79])[O:66][CH2:65][CH:64]([CH2:67][O:68][C:69]2[CH:74]=[CH:73][N:72]=[C:71]([CH2:75]O)[C:70]=2[CH2:77][CH3:78])[CH2:63][O:62]1. (3) Given the product [CH2:33]([C:32]1[C:31]([C:30]([O:36][CH2:37][CH3:38])=[O:35])=[C:16]2[C:17]3[CH2:23][CH2:22][O:21][C:18]=3[CH:19]=[CH:20][N:15]2[N:14]=1)[CH3:34], predict the reactants needed to synthesize it. The reactants are: [N+](C1C=C([N+]([O-])=O)C=CC=1[O-])([O-])=O.[NH2:14][N+:15]1[CH:20]=[CH:19][C:18]2[O:21][CH2:22][CH2:23][C:17]=2[CH:16]=1.C(=O)([O-])[O-].[K+].[K+].[C:30]([O:36][CH2:37][CH3:38])(=[O:35])[C:31]#[C:32][CH2:33][CH3:34]. (4) Given the product [ClH:17].[NH2:24][CH:21]1[CH2:20][CH2:19][N:18]([C:13]2[CH:12]=[C:11]([CH:16]=[C:15]([Cl:17])[N:14]=2)[C:9]([NH2:8])=[O:10])[CH2:23][CH2:22]1, predict the reactants needed to synthesize it. The reactants are: Cl.O1CCOCC1.[NH2:8][C:9]([C:11]1[CH:16]=[C:15]([Cl:17])[N:14]=[C:13]([N:18]2[CH2:23][CH2:22][CH:21]([NH:24]C(=O)OC(C)(C)C)[CH2:20][CH2:19]2)[CH:12]=1)=[O:10]. (5) Given the product [NH2:1][C:2]1[S:3][C:4]2[C:10]([O:48][CH3:47])=[C:9]([S:21][C:20]#[N:19])[CH:8]=[C:7]([O:13][CH2:14][P:15]([OH:18])([OH:17])=[O:16])[C:5]=2[N:6]=1, predict the reactants needed to synthesize it. The reactants are: [NH2:1][C:2]1[S:3][C:4]2[CH:10]=[C:9](F)[C:8](F)=[C:7]([O:13][CH2:14][P:15]([OH:18])([OH:17])=[O:16])[C:5]=2[N:6]=1.[NH2:19][C:20]1[S:21]C2C(Br)=CC(F)=C(OCP(O)(O)=O)C=2N=1.NC1SC2C([C:47](OCC)=[O:48])=CC=C(OCP(O)(O)=O)C=2N=1. (6) The reactants are: [CH3:1][C:2]([CH3:14])([CH3:13])[C:3]([NH:5][CH2:6][CH2:7][C:8]1[S:9][CH:10]=[CH:11][CH:12]=1)=[O:4].[H-].[Na+].I[CH3:18]. Given the product [CH3:18][N:5]([CH2:6][CH2:7][C:8]1[S:9][CH:10]=[CH:11][CH:12]=1)[C:3](=[O:4])[C:2]([CH3:14])([CH3:13])[CH3:1], predict the reactants needed to synthesize it. (7) Given the product [O:1]1[CH:5]=[N:4][N:3]=[C:2]1[NH:6][C:21]([CH:19]1[C:20]2[CH:7]=[CH:8][CH:9]=[CH:10][C:11]=2[O:12][C:13]2[C:18]1=[CH:17][CH:16]=[CH:15][CH:14]=2)=[O:22], predict the reactants needed to synthesize it. The reactants are: [O:1]1[CH:5]=[N:4][N:3]=[C:2]1[NH2:6].[CH:7]1[C:20]2[CH:19]([C:21](Cl)=[O:22])[C:18]3[C:13](=[CH:14][CH:15]=[CH:16][CH:17]=3)[O:12][C:11]=2[CH:10]=[CH:9][CH:8]=1.